Dataset: Forward reaction prediction with 1.9M reactions from USPTO patents (1976-2016). Task: Predict the product of the given reaction. (1) Given the reactants [CH3:1][N:2]([CH2:4][CH2:5]/[CH:6]=[C:7]1/[C:8]2[CH:9]=[CH:10][CH:11]=[CH:12][C:13]=2[CH2:14][O:15][C:16]2[CH:21]=[CH:20][C:19]([CH2:22][C:23]([OH:25])=[O:24])=[CH:18][C:17]/1=2)[CH3:3].[ClH:26], predict the reaction product. The product is: [CH3:1][N:2]([CH2:4][CH2:5]/[CH:6]=[C:7]1/[C:8]2[CH:9]=[CH:10][CH:11]=[CH:12][C:13]=2[CH2:14][O:15][C:16]2[CH:21]=[CH:20][C:19]([CH2:22][C:23]([OH:25])=[O:24])=[CH:18][C:17]/1=2)[CH3:3].[ClH:26]. (2) Given the reactants [F:1][C:2]1[C:7]([CH:8]([CH3:10])[CH3:9])=[CH:6][C:5]([C:11]2[CH:16]=[CH:15][C:14]([C:17]([F:20])([F:19])[F:18])=[CH:13][C:12]=2[CH2:21][N:22]2[C@@H:26]([CH3:27])[C@@H:25]([C:28]3[CH:29]=[C:30]([CH:33]=[CH:34][CH:35]=3)[CH:31]=O)[O:24][C:23]2=[O:36])=[C:4]([O:37][CH3:38])[CH:3]=1.[CH3:39][NH:40][CH3:41].[BH4-].[Na+], predict the reaction product. The product is: [CH3:39][N:40]([CH2:31][C:30]1[CH:29]=[C:28]([C@H:25]2[O:24][C:23](=[O:36])[N:22]([CH2:21][C:12]3[CH:13]=[C:14]([C:17]([F:20])([F:19])[F:18])[CH:15]=[CH:16][C:11]=3[C:5]3[CH:6]=[C:7]([CH:8]([CH3:10])[CH3:9])[C:2]([F:1])=[CH:3][C:4]=3[O:37][CH3:38])[C@H:26]2[CH3:27])[CH:35]=[CH:34][CH:33]=1)[CH3:41]. (3) Given the reactants C([O:8][C:9]1[N:10]=[N:11][C:12]([C:23]#[C:24][CH:25]2[CH2:27][CH2:26]2)=[CH:13][C:14]=1[O:15]CC1C=CC=CC=1)C1C=CC=CC=1, predict the reaction product. The product is: [CH:25]1([CH2:24][CH2:23][C:12]2[CH:13]=[C:14]([OH:15])[C:9](=[O:8])[NH:10][N:11]=2)[CH2:27][CH2:26]1. (4) Given the reactants [NH2:1][C:2]1[NH:6][N:5]=[C:4]([CH3:7])[C:3]=1[C:8]1[S:9][C:10]2[CH:16]=[C:15]([S:17](Cl)(=[O:19])=[O:18])[CH:14]=[CH:13][C:11]=2[N:12]=1.[CH3:21][N:22]([CH3:26])[CH2:23][CH2:24][NH2:25].CN1CCOCC1, predict the reaction product. The product is: [CH3:21][N:22]([CH3:26])[CH2:23][CH2:24][NH:25][S:17]([C:15]1[CH:14]=[CH:13][C:11]2[N:12]=[C:8]([C:3]3[C:4]([CH3:7])=[N:5][NH:6][C:2]=3[NH2:1])[S:9][C:10]=2[CH:16]=1)(=[O:19])=[O:18]. (5) Given the reactants C([NH:5][CH2:6][CH2:7][N:8]1[C:16]([CH2:17][C:18]2[C:27]([I:28])=[CH:26][C:21]3[O:22][CH2:23][CH2:24][O:25][C:20]=3[CH:19]=2)=[N:15][C:14]2[C:9]1=[N:10][C:11]([F:30])=[N:12][C:13]=2[NH2:29])(C)(C)C.[C:31](N)([CH3:34])([CH3:33])[CH3:32], predict the reaction product. The product is: [F:30][C:11]1[N:10]=[C:9]2[C:14]([N:15]=[C:16]([CH2:17][C:18]3[C:27]([I:28])=[CH:26][C:21]4[O:22][CH2:23][CH2:24][O:25][C:20]=4[CH:19]=3)[N:8]2[CH2:7][CH2:6][NH:5][CH2:32][CH:31]([CH3:34])[CH3:33])=[C:13]([NH2:29])[N:12]=1. (6) Given the reactants [Br:1][C:2]1[CH:9]=[C:8]([F:10])[C:5]([C:6]#[N:7])=[C:4](F)[CH:3]=1.[OH:12][C@H:13]1[CH2:18][CH2:17][CH2:16][CH2:15][C@@H:14]1[NH2:19].C(N(C(C)C)CC)(C)C, predict the reaction product. The product is: [Br:1][C:2]1[CH:3]=[C:4]([NH:19][C@H:14]2[CH2:15][CH2:16][CH2:17][CH2:18][C@@H:13]2[OH:12])[C:5]([C:6]#[N:7])=[C:8]([F:10])[CH:9]=1. (7) Given the reactants [NH2:1][C@@H:2]([CH2:23][CH:24]1[CH2:29][CH2:28][CH2:27][CH2:26][CH2:25]1)[C:3]([NH:5][CH:6]1[CH2:12][CH2:11][CH2:10][N:9]([S:13]([C:16]2[CH:21]=[CH:20][CH:19]=[CH:18][N:17]=2)(=[O:15])=[O:14])[CH2:8][CH:7]1[OH:22])=[O:4].[O:30]1[C:34]2[CH:35]=[CH:36][CH:37]=[CH:38][C:33]=2[CH:32]=[C:31]1[C:39](O)=[O:40].ON1C2C=CC=CC=2N=N1.C(O)C(N)(CO)CO, predict the reaction product. The product is: [CH:24]1([CH2:23][C@H:2]([NH:1][C:39]([C:31]2[O:30][C:34]3[CH:35]=[CH:36][CH:37]=[CH:38][C:33]=3[CH:32]=2)=[O:40])[C:3](=[O:4])[NH:5][CH:6]2[CH2:12][CH2:11][CH2:10][N:9]([S:13]([C:16]3[CH:21]=[CH:20][CH:19]=[CH:18][N:17]=3)(=[O:14])=[O:15])[CH2:8][C:7]2=[O:22])[CH2:29][CH2:28][CH2:27][CH2:26][CH2:25]1. (8) Given the reactants [F:1][C:2]1[CH:7]=[C:6]([OH:8])[CH:5]=[CH:4][C:3]=1[CH:9]([CH3:14])[C:10]([O:12]C)=[O:11].C(=O)([O-])[O-].[K+].[K+].Br[CH:22]1[CH2:26][CH2:25][CH2:24][CH2:23]1, predict the reaction product. The product is: [CH:22]1([O:8][C:6]2[CH:5]=[CH:4][C:3]([CH:9]([CH3:14])[C:10]([OH:12])=[O:11])=[C:2]([F:1])[CH:7]=2)[CH2:26][CH2:25][CH2:24][CH2:23]1. (9) Given the reactants [C:1]([C:3]1[C:4]([N:24]2[CH2:29][CH2:28][CH:27]([C:30](O)=[O:31])[CH2:26][CH2:25]2)=[N:5][C:6]([CH2:17][N:18]2[CH2:22][CH2:21][CH2:20][C:19]2=[O:23])=[C:7]([C:9](=[O:16])[CH2:10][CH2:11][C:12]([F:15])([F:14])[F:13])[CH:8]=1)#[N:2].[CH:33]1([CH2:38][S:39]([NH2:42])(=[O:41])=[O:40])[CH2:37][CH2:36][CH2:35][CH2:34]1, predict the reaction product. The product is: [C:1]([C:3]1[C:4]([N:24]2[CH2:25][CH2:26][CH:27]([C:30]([NH:42][S:39]([CH2:38][CH:33]3[CH2:37][CH2:36][CH2:35][CH2:34]3)(=[O:41])=[O:40])=[O:31])[CH2:28][CH2:29]2)=[N:5][C:6]([CH2:17][N:18]2[CH2:22][CH2:21][CH2:20][C:19]2=[O:23])=[C:7]([C:9](=[O:16])[CH2:10][CH2:11][C:12]([F:13])([F:15])[F:14])[CH:8]=1)#[N:2]. (10) The product is: [Cl:1][C:2]1[CH:31]=[CH:30][C:5]([CH2:6][N:7]2[C:15]3[C:10](=[CH:11][C:12](/[CH:16]=[C:17]4/[C:18](=[O:29])[N:19]([CH2:23][C@@H:24]5[CH2:28][CH2:27][CH2:26][N:25]5[CH2:37][CH2:38][OH:39])[C:20](=[O:22])[S:21]/4)=[CH:13][CH:14]=3)[CH:9]=[N:8]2)=[C:4]([C:32]([F:35])([F:33])[F:34])[CH:3]=1. Given the reactants [Cl:1][C:2]1[CH:31]=[CH:30][C:5]([CH2:6][N:7]2[C:15]3[C:10](=[CH:11][C:12](/[CH:16]=[C:17]4/[C:18](=[O:29])[N:19]([CH2:23][C@@H:24]5[CH2:28][CH2:27][CH2:26][NH:25]5)[C:20](=[O:22])[S:21]/4)=[CH:13][CH:14]=3)[CH:9]=[N:8]2)=[C:4]([C:32]([F:35])([F:34])[F:33])[CH:3]=1.Br[CH2:37][CH2:38][OH:39], predict the reaction product.